From a dataset of Catalyst prediction with 721,799 reactions and 888 catalyst types from USPTO. Predict which catalyst facilitates the given reaction. (1) Reactant: [NH2:1][C:2]1[CH:3]=[C:4]([C:8]2[N:13]=[C:12]([NH:14][CH2:15][C:16]3[CH:21]=[CH:20][CH:19]=[CH:18][N:17]=3)[C:11]3=[C:22]([C:25]4[CH:30]=[CH:29][CH:28]=[CH:27][CH:26]=4)[CH:23]=[CH:24][N:10]3[N:9]=2)[CH:5]=[N:6][CH:7]=1.N1C=CC=CC=1.Cl[C:38](=[O:45])[CH2:39][CH2:40][C:41]([O:43][CH3:44])=[O:42].O. Product: [O:45]=[C:38]([NH:1][C:2]1[CH:7]=[N:6][CH:5]=[C:4]([C:8]2[N:13]=[C:12]([NH:14][CH2:15][C:16]3[CH:21]=[CH:20][CH:19]=[CH:18][N:17]=3)[C:11]3=[C:22]([C:25]4[CH:30]=[CH:29][CH:28]=[CH:27][CH:26]=4)[CH:23]=[CH:24][N:10]3[N:9]=2)[CH:3]=1)[CH2:39][CH2:40][C:41]([O:43][CH3:44])=[O:42]. The catalyst class is: 2. (2) Reactant: [OH2:1].[OH:2][CH2:3][C@@H:4]1[C:10]([CH3:11])=[CH:9][C@@H:8]2[CH2:12][N:5]1[C:6](=[O:17])[N:7]2[O:13][CH2:14][CH:15]=[CH2:16]. Product: [CH3:11][C:10]1[CH:4]([C:3]([OH:1])=[O:2])[N:5]2[CH2:12][CH:8]([CH:9]=1)[N:7]([O:13][CH2:14][CH:15]=[CH2:16])[C:6]2=[O:17]. The catalyst class is: 23. (3) Reactant: [NH:1]1[CH2:5][CH2:4][CH:3]([N:6]2[CH2:11][CH2:10][N:9]([C:12]([O:14][CH2:15][C:16]3[CH:21]=[CH:20][CH:19]=[CH:18][CH:17]=3)=[O:13])[CH2:8][CH2:7]2)[CH2:2]1.CCN(C(C)C)C(C)C.[CH3:31][N:32]=[C:33]=[O:34]. Product: [CH3:31][NH:32][C:33]([N:1]1[CH2:5][CH2:4][CH:3]([N:6]2[CH2:11][CH2:10][N:9]([C:12]([O:14][CH2:15][C:16]3[CH:21]=[CH:20][CH:19]=[CH:18][CH:17]=3)=[O:13])[CH2:8][CH2:7]2)[CH2:2]1)=[O:34]. The catalyst class is: 2. (4) Reactant: [CH3:1][N:2]1[CH2:7][CH2:6][N:5]([C:8]2[CH:33]=[CH:32][C:11]([CH2:12][NH:13][C:14]3[N:23]([CH2:24][CH2:25][CH2:26][C:27]([O:29]C)=[O:28])[C:22](=[O:31])[C:21]4[C:16](=[CH:17][CH:18]=[CH:19][CH:20]=4)[N:15]=3)=[CH:10][CH:9]=2)[CH2:4][CH2:3]1. Product: [CH3:1][N:2]1[CH2:7][CH2:6][N:5]([C:8]2[CH:33]=[CH:32][C:11]([CH2:12][NH:13][C:14]3[N:23]([CH2:24][CH2:25][CH2:26][C:27]([OH:29])=[O:28])[C:22](=[O:31])[C:21]4[C:16](=[CH:17][CH:18]=[CH:19][CH:20]=4)[N:15]=3)=[CH:10][CH:9]=2)[CH2:4][CH2:3]1. The catalyst class is: 7. (5) Reactant: [C:1]([O:5][C:6]([NH:8][C:9]1[CH:14]=[CH:13][C:12]([NH:15][C:16]2[O:17][CH2:18][C:19](=[O:26])[C:20]=2[C:21]([O:23][CH2:24][CH3:25])=[O:22])=[CH:11][CH:10]=1)=[O:7])([CH3:4])([CH3:3])[CH3:2].[NH:27]1[C:35]2[C:30](=[CH:31][CH:32]=[CH:33][N:34]=2)[C:29]([CH:36]=O)=[CH:28]1.N1CCCCC1. Product: [NH:27]1[C:35]2=[N:34][CH:33]=[CH:32][CH:31]=[C:30]2[C:29]([CH:36]=[C:18]2[O:17][C:16]([NH:15][C:12]3[CH:13]=[CH:14][C:9]([NH:8][C:6]([O:5][C:1]([CH3:4])([CH3:3])[CH3:2])=[O:7])=[CH:10][CH:11]=3)=[C:20]([C:21]([O:23][CH2:24][CH3:25])=[O:22])[C:19]2=[O:26])=[CH:28]1. The catalyst class is: 8. (6) Reactant: [CH2:1]([O:8][C:9]1[CH:14]=[CH:13][C:12]([S:15][C:16]2[CH:21]=[C:20]([Cl:22])[N:19]=[C:18]([NH2:23])[N:17]=2)=[C:11]([N+:24]([O-])=O)[CH:10]=1)[C:2]1[CH:7]=[CH:6][CH:5]=[CH:4][CH:3]=1.[Cl-].[NH4+].O1CCCC1.O. Product: [NH2:24][C:11]1[CH:10]=[C:9]([O:8][CH2:1][C:2]2[CH:7]=[CH:6][CH:5]=[CH:4][CH:3]=2)[CH:14]=[CH:13][C:12]=1[S:15][C:16]1[CH:21]=[C:20]([Cl:22])[N:19]=[C:18]([NH2:23])[N:17]=1. The catalyst class is: 415. (7) Reactant: [Cl:1][CH2:2][S:3]([C:5]1[CH:10]=[CH:9][C:8]([CH3:11])=[CH:7][CH:6]=1)=O.[CH3:12][C:13]1[CH:18]=[CH:17][C:16]([CH3:19])=[C:15]([CH3:20])[C:14]=1[CH3:21].[F:22][C:23]([F:36])([F:35])[S:24]([O:27]S(C(F)(F)F)(=O)=O)(=[O:26])=[O:25]. Product: [O-:27][S:24]([C:23]([F:36])([F:35])[F:22])(=[O:26])=[O:25].[Cl:1][CH2:2][S+:3]([C:18]1[CH:17]=[C:16]([CH3:19])[C:15]([CH3:20])=[C:14]([CH3:21])[C:13]=1[CH3:12])[C:5]1[CH:10]=[CH:9][C:8]([CH3:11])=[CH:7][CH:6]=1. The catalyst class is: 27. (8) Product: [Cl:23][C:24]1[C:29]([O:9][C:4]2[CH:3]=[C:2]([Cl:1])[CH:7]=[C:6]([Cl:8])[CH:5]=2)=[C:28]([C:31]([F:32])([F:33])[F:34])[CH:27]=[CH:26][N:25]=1. Reactant: [Cl:1][C:2]1[CH:3]=[C:4]([OH:9])[CH:5]=[C:6]([Cl:8])[CH:7]=1.C(=O)([O-])[O-].[K+].[K+].CN1CCCC1=O.[Cl:23][C:24]1[C:29](F)=[C:28]([C:31]([F:34])([F:33])[F:32])[CH:27]=[CH:26][N:25]=1. The catalyst class is: 6.